From a dataset of Peptide-MHC class II binding affinity with 134,281 pairs from IEDB. Regression. Given a peptide amino acid sequence and an MHC pseudo amino acid sequence, predict their binding affinity value. This is MHC class II binding data. (1) The peptide sequence is VAPLYGVEGTKTPVS. The MHC is HLA-DQA10501-DQB10302 with pseudo-sequence HLA-DQA10501-DQB10302. The binding affinity (normalized) is 0. (2) The MHC is HLA-DPA10201-DPB10501 with pseudo-sequence HLA-DPA10201-DPB10501. The binding affinity (normalized) is 0.600. The peptide sequence is EKKYFAATQFEPRAA. (3) The peptide sequence is AAATAGTTVYGAFIA. The MHC is HLA-DQA10401-DQB10402 with pseudo-sequence HLA-DQA10401-DQB10402. The binding affinity (normalized) is 0.399. (4) The peptide sequence is AFTVAATAANAAPAN. The MHC is HLA-DPA10103-DPB10301 with pseudo-sequence HLA-DPA10103-DPB10301. The binding affinity (normalized) is 0.315. (5) The peptide sequence is AFILDGDNVFPKV. The MHC is HLA-DQA10501-DQB10201 with pseudo-sequence HLA-DQA10501-DQB10201. The binding affinity (normalized) is 0.621. (6) The peptide sequence is KRWIKMSILNTAGSG. The MHC is DRB1_1201 with pseudo-sequence DRB1_1201. The binding affinity (normalized) is 0.203. (7) The peptide sequence is TTSVIPAARLFKAFI. The MHC is DRB1_1501 with pseudo-sequence DRB1_1501. The binding affinity (normalized) is 0.782. (8) The peptide sequence is SVDSLEHEMWRSRAD. The MHC is HLA-DQA10201-DQB10303 with pseudo-sequence HLA-DQA10201-DQB10303. The binding affinity (normalized) is 0.